Dataset: Catalyst prediction with 721,799 reactions and 888 catalyst types from USPTO. Task: Predict which catalyst facilitates the given reaction. (1) Reactant: [Cl:1][C:2]1[CH:3]=[C:4]([C:9]2[NH:13][N:12]=[C:11]([C:14]3[CH:15]=[C:16]4[C:21](=[CH:22][CH:23]=3)[N:20]=[CH:19][CH:18]=[N:17]4)[CH:10]=2)[CH:5]=[C:6]([Cl:8])[CH:7]=1.C([O-])([O-])=O.[Cs+].[Cs+].Br[CH:31]([C:33]1[CH:45]=[CH:44][C:36]([C:37]([O:39][C:40]([CH3:43])([CH3:42])[CH3:41])=[O:38])=[CH:35][CH:34]=1)[CH3:32]. Product: [Cl:1][C:2]1[CH:3]=[C:4]([C:9]2[CH:10]=[C:11]([C:14]3[CH:15]=[C:16]4[C:21](=[CH:22][CH:23]=3)[N:20]=[CH:19][CH:18]=[N:17]4)[N:12]([CH:31]([C:33]3[CH:45]=[CH:44][C:36]([C:37]([O:39][C:40]([CH3:42])([CH3:41])[CH3:43])=[O:38])=[CH:35][CH:34]=3)[CH3:32])[N:13]=2)[CH:5]=[C:6]([Cl:8])[CH:7]=1. The catalyst class is: 18. (2) Reactant: [Cl:1][C:2]1[CH:3]=[C:4]([CH:7]=[C:8]([O:10][C:11]2[C:16](=[O:17])[N:15]([CH2:18][C:19]3[N:20]=[N:21][C:22]([O:30]C)=[C:23]([CH:25]([CH:27]4[CH2:29][CH2:28]4)[OH:26])[CH:24]=3)[CH:14]=[N:13][C:12]=2[C:32]([F:35])([F:34])[F:33])[CH:9]=1)[C:5]#[N:6].[Li+].[Cl-]. Product: [Cl:1][C:2]1[CH:3]=[C:4]([CH:7]=[C:8]([O:10][C:11]2[C:16](=[O:17])[N:15]([CH2:18][C:19]3[CH:24]=[C:23]([CH:25]([CH:27]4[CH2:28][CH2:29]4)[OH:26])[C:22](=[O:30])[NH:21][N:20]=3)[CH:14]=[N:13][C:12]=2[C:32]([F:34])([F:35])[F:33])[CH:9]=1)[C:5]#[N:6]. The catalyst class is: 3.